The task is: Predict the reactants needed to synthesize the given product.. This data is from Full USPTO retrosynthesis dataset with 1.9M reactions from patents (1976-2016). (1) The reactants are: [CH3:1][N:2]1[CH:6]=[C:5]([C:7]2[CH:12]=[CH:11][CH:10]=[CH:9][CH:8]=2)[N:4]=[CH:3]1.C([Li])CCC.[Cl:18]C(Cl)(Cl)C(Cl)(Cl)Cl. Given the product [Cl:18][C:3]1[N:2]([CH3:1])[CH:6]=[C:5]([C:7]2[CH:8]=[CH:9][CH:10]=[CH:11][CH:12]=2)[N:4]=1, predict the reactants needed to synthesize it. (2) Given the product [C:2]1([O:1][C@@H:23]2[CH2:22][CH2:21][CH2:20][N:19]([C:12]([O:14][C:15]([CH3:18])([CH3:17])[CH3:16])=[O:13])[CH2:24]2)[C:11]2[C:6](=[CH:7][CH:8]=[CH:9][CH:10]=2)[CH:5]=[CH:4][N:3]=1, predict the reactants needed to synthesize it. The reactants are: [OH:1][C:2]1[C:11]2[C:6](=[CH:7][CH:8]=[CH:9][CH:10]=2)[CH:5]=[CH:4][N:3]=1.[C:12]([N:19]1[CH2:24][CH2:23][CH2:22][C@H:21](O)[CH2:20]1)([O:14][C:15]([CH3:18])([CH3:17])[CH3:16])=[O:13].C1C=CC(P(C2C=CC=CC=2)C2C=CC=CC=2)=CC=1.CC(OC(/N=N/C(OC(C)C)=O)=O)C. (3) Given the product [CH3:41][N:33]([C:28]12[CH2:27][CH2:26][C:25]([C:22]3[N:21]4[C:16]5[CH:15]=[CH:14][N:13]([S:3]([C:6]6[CH:7]=[CH:8][C:9]([CH3:10])=[CH:11][CH:12]=6)(=[O:4])=[O:5])[C:17]=5[N:18]=[CH:19][C:20]4=[N:24][N:23]=3)([CH2:30][CH2:29]1)[CH2:32][CH2:31]2)[S:34]([CH:37]1[CH2:38][CH2:39]1)(=[O:36])=[O:35], predict the reactants needed to synthesize it. The reactants are: [H-].[Na+].[S:3]([N:13]1[C:17]2[N:18]=[CH:19][C:20]3[N:21]([C:22]([C:25]45[CH2:32][CH2:31][C:28]([NH:33][S:34]([CH:37]6[CH2:39][CH2:38]6)(=[O:36])=[O:35])([CH2:29][CH2:30]4)[CH2:27][CH2:26]5)=[N:23][N:24]=3)[C:16]=2[CH:15]=[CH:14]1)([C:6]1[CH:12]=[CH:11][C:9]([CH3:10])=[CH:8][CH:7]=1)(=[O:5])=[O:4].I[CH3:41]. (4) Given the product [NH:23]1[CH2:24][CH:25]=[C:20]([C:17]2[CH:18]=[CH:19][C:14]([NH:13][C:11]([N:2]3[CH2:3][CH2:4][C:5]4[C:10](=[CH:9][CH:8]=[CH:7][CH:6]=4)[CH2:1]3)=[O:12])=[CH:15][CH:16]=2)[CH2:21][CH2:22]1, predict the reactants needed to synthesize it. The reactants are: [CH2:1]1[C:10]2[C:5](=[CH:6][CH:7]=[CH:8][CH:9]=2)[CH2:4][CH2:3][N:2]1[C:11]([NH:13][C:14]1[CH:19]=[CH:18][C:17]([C:20]2[CH2:21][CH2:22][N:23](C(OC(C)(C)C)=O)[CH2:24][CH:25]=2)=[CH:16][CH:15]=1)=[O:12].FC(F)(F)C(O)=O. (5) Given the product [O:26]=[C:25]1[C:27](=[CH:1][C:3]2[CH:4]=[N:5][N:6]3[CH:11]=[CH:10][C:9]([C:12]4[CH:13]=[C:14]([CH:18]=[CH:19][CH:20]=4)[C:15]([O:17][CH3:29])=[O:16])=[N:8][C:7]=23)[S:21][C:22](=[S:23])[NH:24]1, predict the reactants needed to synthesize it. The reactants are: [CH:1]([C:3]1[CH:4]=[N:5][N:6]2[CH:11]=[CH:10][C:9]([C:12]3[CH:13]=[C:14]([CH:18]=[CH:19][CH:20]=3)[C:15]([O-:17])=[O:16])=[N:8][C:7]=12)=O.[S:21]1[CH2:27][C:25](=[O:26])[NH:24][C:22]1=[S:23].N1CCCC[CH2:29]1. (6) Given the product [C:29]([C:26]1[CH:27]=[CH:28][C:23]([CH2:22][O:1][C:2]2[C:3]([CH2:19][OH:20])=[C:4]([CH2:9][O:10][C:11]3[CH:18]=[CH:17][C:14]([C:15]#[N:16])=[CH:13][CH:12]=3)[CH:5]=[N:6][C:7]=2[CH3:8])=[CH:24][CH:25]=1)#[N:30], predict the reactants needed to synthesize it. The reactants are: [OH:1][C:2]1[C:3]([CH2:19][OH:20])=[C:4]([CH2:9][O:10][C:11]2[CH:18]=[CH:17][C:14]([C:15]#[N:16])=[CH:13][CH:12]=2)[CH:5]=[N:6][C:7]=1[CH3:8].Br[CH2:22][C:23]1[CH:28]=[CH:27][C:26]([C:29]#[N:30])=[CH:25][CH:24]=1. (7) Given the product [CH3:2][S:12]([O-:16])(=[O:14])=[O:13].[CH2:2]([N+:6]1([CH3:11])[CH2:10][CH2:9][CH2:8][CH2:7]1)[CH2:3][CH2:4][CH3:5], predict the reactants needed to synthesize it. The reactants are: [Cl-].[CH2:2]([N+:6]1([CH3:11])[CH2:10][CH2:9][CH2:8][CH2:7]1)[CH2:3][CH2:4][CH3:5].[S:12]([O:16]C)([O:14]C)=[O:13]. (8) Given the product [CH2:13]([C:17]1[N:22]2[N:23]=[CH:24][CH:25]=[C:21]2[N:20]([C@H:26]2[CH2:31][CH2:30][C@H:29]([O:32][CH2:33][C:34]([OH:37])([CH3:35])[CH3:36])[CH2:28][CH2:27]2)[C:19](=[O:38])[C:18]=1[CH2:39][C:40]1[CH:45]=[CH:44][C:43]([C:46]2[CH:51]=[CH:50][CH:49]=[CH:48][C:47]=2[C:52]2[NH:3][C:4](=[O:7])[O:5][N:53]=2)=[C:42]([F:54])[CH:41]=1)[CH2:14][CH2:15][CH3:16], predict the reactants needed to synthesize it. The reactants are: [Cl-].O[NH3+:3].[C:4](=[O:7])([O-])[OH:5].[Na+].CS(C)=O.[CH2:13]([C:17]1[N:22]2[N:23]=[CH:24][CH:25]=[C:21]2[N:20]([C@H:26]2[CH2:31][CH2:30][C@H:29]([O:32][CH2:33][C:34]([OH:37])([CH3:36])[CH3:35])[CH2:28][CH2:27]2)[C:19](=[O:38])[C:18]=1[CH2:39][C:40]1[CH:45]=[CH:44][C:43]([C:46]2[C:47]([C:52]#[N:53])=[CH:48][CH:49]=[CH:50][CH:51]=2)=[C:42]([F:54])[CH:41]=1)[CH2:14][CH2:15][CH3:16].